The task is: Predict which catalyst facilitates the given reaction.. This data is from Catalyst prediction with 721,799 reactions and 888 catalyst types from USPTO. (1) Reactant: Br[C:2]1[CH:7]=[CH:6][C:5]([C:8]2([N:11]3[CH2:16][CH2:15][C:14]([CH2:23][C:24]([CH3:26])=[CH2:25])([C:17]4[CH:22]=[CH:21][CH:20]=[CH:19][CH:18]=4)[O:13][C:12]3=[O:27])[CH2:10][CH2:9]2)=[CH:4][CH:3]=1.[CH3:28][O:29][C:30]1[CH:35]=[C:34](B2OC(C)(C)C(C)(C)O2)[CH:33]=[CH:32][N:31]=1.C([O-])([O-])=O.[Na+].[Na+]. Product: [CH3:28][O:29][C:30]1[CH:35]=[C:34]([C:2]2[CH:7]=[CH:6][C:5]([C:8]3([N:11]4[CH2:16][CH2:15][C:14]([CH2:23][C:24]([CH3:26])=[CH2:25])([C:17]5[CH:22]=[CH:21][CH:20]=[CH:19][CH:18]=5)[O:13][C:12]4=[O:27])[CH2:10][CH2:9]3)=[CH:4][CH:3]=2)[CH:33]=[CH:32][N:31]=1. The catalyst class is: 294. (2) Reactant: [C:1]([C:3]1([C:21]([O:23]CC)=[O:22])[CH2:8][CH2:7][N:6]([CH:9]2[CH2:15][CH2:14][CH2:13][N:12]([C:16]([O:18][CH2:19][CH3:20])=[O:17])[CH2:11][CH2:10]2)[CH2:5][CH2:4]1)#[N:2].[Li+].[OH-].Cl. Product: [C:1]([C:3]1([C:21]([OH:23])=[O:22])[CH2:4][CH2:5][N:6]([CH:9]2[CH2:15][CH2:14][CH2:13][N:12]([C:16]([O:18][CH2:19][CH3:20])=[O:17])[CH2:11][CH2:10]2)[CH2:7][CH2:8]1)#[N:2]. The catalyst class is: 5.